This data is from Reaction yield outcomes from USPTO patents with 853,638 reactions. The task is: Predict the reaction yield, written as a fraction of the theoretical maximum amount of product (1.0 means a 100% yield; for example, 0.34 means a 34% yield). (1) The reactants are [F:1][C:2]1[CH:7]=[CH:6][C:5]([CH:8]2[CH:17]([C:18]3[N:22]([CH3:23])[N:21]=[CH:20][N:19]=3)[C:16](=O)[C:15]3[C:14]([C:25]([O:27]CC)=O)=[CH:13][CH:12]=[CH:11][C:10]=3[NH:9]2)=[CH:4][CH:3]=1.[NH2:30][NH2:31]. The catalyst is CO. The product is [F:1][C:2]1[CH:3]=[CH:4][C:5]([CH:8]2[NH:9][C:10]3[C:15]4[C:16](=[N:30][NH:31][C:25](=[O:27])[C:14]=4[CH:13]=[CH:12][CH:11]=3)[CH:17]2[C:18]2[N:22]([CH3:23])[N:21]=[CH:20][N:19]=2)=[CH:6][CH:7]=1. The yield is 0.900. (2) The reactants are [C:1]([O:5][C:6](=[O:16])[CH2:7][N:8]1[CH:12]=[CH:11][C:10]([N+:13]([O-])=O)=[N:9]1)([CH3:4])([CH3:3])[CH3:2].[H][H]. The catalyst is CO.[Pd]. The product is [C:1]([O:5][C:6](=[O:16])[CH2:7][N:8]1[CH:12]=[CH:11][C:10]([NH2:13])=[N:9]1)([CH3:4])([CH3:2])[CH3:3]. The yield is 0.890. (3) The reactants are C[O-].[Na+].C1COCC1.C1(C)C(S([CH2:18][N+:19]#[C-:20])(=O)=O)=CC=CC=1.[NH2:22][C:23]1[C:28]2=[C:29]([C:34]3[CH:39]=[CH:38][C:37]([NH:40][C:41]([NH:43][C:44]4[CH:49]=[C:48]([C:50]([F:53])([F:52])[F:51])[CH:47]=[CH:46][N:45]=4)=[O:42])=[C:36]([F:54])[CH:35]=3)[CH:30]=[C:31]([CH:32]=[O:33])[N:27]2[N:26]=[CH:25][N:24]=1. The catalyst is CO.CCOC(C)=O. The product is [NH2:22][C:23]1[C:28]2=[C:29]([C:34]3[CH:39]=[CH:38][C:37]([NH:40][C:41]([NH:43][C:44]4[CH:49]=[C:48]([C:50]([F:52])([F:51])[F:53])[CH:47]=[CH:46][N:45]=4)=[O:42])=[C:36]([F:54])[CH:35]=3)[CH:30]=[C:31]([C:32]3[O:33][CH:20]=[N:19][CH:18]=3)[N:27]2[N:26]=[CH:25][N:24]=1. The yield is 0.410. (4) The reactants are Br[C:2]1[N:3]=[C:4]([S:23][CH3:24])[C:5]2[N:6]([C:8]([C:11]3[CH:22]=[CH:21][C:14]([C:15]([NH:17][CH:18]4[CH2:20][CH2:19]4)=[O:16])=[CH:13][CH:12]=3)=[CH:9][N:10]=2)[CH:7]=1.C(=O)([O-])[O-].[K+].[K+].[C:31]1(B(O)O)[CH:36]=[CH:35][CH:34]=[CH:33][CH:32]=1. The catalyst is C(O)CC.CN1C(=O)CCC1.C1C=CC(P(C2C=CC=CC=2)C2C=CC=CC=2)=CC=1.C1C=CC(P(C2C=CC=CC=2)C2C=CC=CC=2)=CC=1.Cl[Pd]Cl.C1(P(C2C=CC=CC=2)C2C=CC=CC=2)C=CC=CC=1. The product is [CH:18]1([NH:17][C:15](=[O:16])[C:14]2[CH:21]=[CH:22][C:11]([C:8]3[N:6]4[CH:7]=[C:2]([C:31]5[CH:36]=[CH:35][CH:34]=[CH:33][CH:32]=5)[N:3]=[C:4]([S:23][CH3:24])[C:5]4=[N:10][CH:9]=3)=[CH:12][CH:13]=2)[CH2:20][CH2:19]1. The yield is 0.805. (5) The reactants are C1(=O)NC(=O)C=C1.[CH3:8][C:9]([N:11]([OH:46])[CH2:12][CH2:13][CH2:14][CH2:15][CH2:16][NH:17][C:18]([CH2:20][CH2:21][C:22]([N:24]([OH:45])[CH2:25][CH2:26][CH2:27][CH2:28][CH2:29][NH:30][C:31]([CH2:33][CH2:34][C:35]([N:37]([OH:44])[CH2:38][CH2:39][CH2:40][CH2:41][CH2:42][NH2:43])=[O:36])=[O:32])=[O:23])=[O:19])=[O:10].CS(O)(=O)=O.C1C(CN2C(=O)C=CC2=O)CCC(C(ON2C(=O)CCC2=O)=O)C1. The catalyst is O. The product is [CH3:8][C:9]([N:11]([OH:46])[CH2:12][CH2:13][CH2:14][CH2:15][CH2:16][NH:17][C:18]([CH2:20][CH2:21][C:22]([N:24]([OH:45])[CH2:25][CH2:26][CH2:27][CH2:28][CH2:29][NH:30][C:31]([CH2:33][CH2:34][C:35]([N:37]([OH:44])[CH2:38][CH2:39][CH2:40][CH2:41][CH2:42][NH2:43])=[O:36])=[O:32])=[O:23])=[O:19])=[O:10]. The yield is 0.450. (6) The reactants are [OH:1][C@H:2]1[CH:6]=[CH:5][C@@H:4]([O:7][Si:8]([C:11]([CH3:14])([CH3:13])[CH3:12])([CH3:10])[CH3:9])[CH2:3]1. The catalyst is CCOC(C)=O.CCCCCC. The product is [O:7]([C@H:4]1[CH:5]=[CH:6][C@H:2]([OH:1])[CH2:3]1)[Si:8]([C:11]([CH3:14])([CH3:13])[CH3:12])([CH3:10])[CH3:9]. The yield is 0.810. (7) The reactants are [C:1]([O:6][CH2:7][CH3:8])(=[O:5])[C:2]([CH3:4])=O.[O-]S([O-])(=O)=O.[Mg+2].[CH3:15][NH:16][NH2:17]. The catalyst is C(Cl)(Cl)Cl. The product is [CH3:15][NH:16][N:17]=[C:2]([CH3:4])[C:1]([O:6][CH2:7][CH3:8])=[O:5]. The yield is 0.940.